Dataset: Full USPTO retrosynthesis dataset with 1.9M reactions from patents (1976-2016). Task: Predict the reactants needed to synthesize the given product. Given the product [CH3:12][C:13]1[N:14]=[CH:15][N:16]([C:2]2[C:7]([N+:8]([O-:10])=[O:9])=[C:6]([NH2:11])[CH:5]=[CH:4][N:3]=2)[CH:17]=1, predict the reactants needed to synthesize it. The reactants are: C[C:2]1[C:7]([N+:8]([O-:10])=[O:9])=[C:6]([NH2:11])[CH:5]=[CH:4][N:3]=1.[CH3:12][C:13]1[N:14]=[CH:15][NH:16][CH:17]=1.